From a dataset of Forward reaction prediction with 1.9M reactions from USPTO patents (1976-2016). Predict the product of the given reaction. Given the reactants Cl.Cl.[C:3]1([NH2:10])[CH:8]=[CH:7][CH:6]=[CH:5][C:4]=1[NH2:9].[CH3:11][CH:12]1[CH2:17][CH2:16][O:15][C:13]1=O, predict the reaction product. The product is: [NH:9]1[C:4]2[CH:5]=[CH:6][CH:7]=[CH:8][C:3]=2[N:10]=[C:11]1[CH:12]([CH3:13])[CH2:17][CH2:16][OH:15].